This data is from Reaction yield outcomes from USPTO patents with 853,638 reactions. The task is: Predict the reaction yield, written as a fraction of the theoretical maximum amount of product (1.0 means a 100% yield; for example, 0.34 means a 34% yield). The reactants are [NH2:1][CH:2]([CH2:5][OH:6])[CH2:3][OH:4].[Br:7][C:8]1[S:12][C:11]([S:13](Cl)(=[O:15])=[O:14])=[CH:10][CH:9]=1.C(N(CC)CC)C. The catalyst is C1COCC1. The product is [OH:4][CH2:3][CH:2]([NH:1][S:13]([C:11]1[S:12][C:8]([Br:7])=[CH:9][CH:10]=1)(=[O:15])=[O:14])[CH2:5][OH:6]. The yield is 0.720.